From a dataset of NCI-60 drug combinations with 297,098 pairs across 59 cell lines. Regression. Given two drug SMILES strings and cell line genomic features, predict the synergy score measuring deviation from expected non-interaction effect. Drug 1: CN1C2=C(C=C(C=C2)N(CCCl)CCCl)N=C1CCCC(=O)O.Cl. Drug 2: CC1CCC2CC(C(=CC=CC=CC(CC(C(=O)C(C(C(=CC(C(=O)CC(OC(=O)C3CCCCN3C(=O)C(=O)C1(O2)O)C(C)CC4CCC(C(C4)OC)O)C)C)O)OC)C)C)C)OC. Cell line: SK-MEL-5. Synergy scores: CSS=32.0, Synergy_ZIP=-9.51, Synergy_Bliss=-3.14, Synergy_Loewe=-6.85, Synergy_HSA=-3.25.